From a dataset of Catalyst prediction with 721,799 reactions and 888 catalyst types from USPTO. Predict which catalyst facilitates the given reaction. (1) Reactant: C(OC([N:8]1[CH2:13][CH2:12][N:11]([S:14]([C:17]2[CH:22]=[CH:21][C:20]([O:23][C:24]([F:27])([F:26])[F:25])=[CH:19][CH:18]=2)(=[O:16])=[O:15])[CH2:10][CH2:9]1)=O)(C)(C)C.C(O)(C(F)(F)F)=O. Product: [F:27][C:24]([F:25])([F:26])[O:23][C:20]1[CH:21]=[CH:22][C:17]([S:14]([N:11]2[CH2:10][CH2:9][NH:8][CH2:13][CH2:12]2)(=[O:16])=[O:15])=[CH:18][CH:19]=1. The catalyst class is: 2. (2) Reactant: [N:1]1([C:7]2[CH:16]=[CH:15][C:14]3[C:9](=[CH:10][CH:11]=[C:12]([NH2:17])[CH:13]=3)[N:8]=2)[CH2:6][CH2:5][O:4][CH2:3][CH2:2]1.[Br:18]Br. Product: [Br:18][C:13]1[C:12]([NH2:17])=[CH:11][CH:10]=[C:9]2[C:14]=1[CH:15]=[CH:16][C:7]([N:1]1[CH2:2][CH2:3][O:4][CH2:5][CH2:6]1)=[N:8]2. The catalyst class is: 2. (3) Reactant: [Br:1][C:2]1[CH:7]=[CH:6][C:5](F)=[CH:4][C:3]=1[O:9][CH2:10][CH3:11].[CH3:12][S-:13].[Na+].C(I)C.O. Product: [Br:1][C:2]1[CH:7]=[CH:6][C:5]([S:13][CH3:12])=[CH:4][C:3]=1[O:9][CH2:10][CH3:11]. The catalyst class is: 3. (4) Reactant: [CH2:1]([S:8]([NH:11][C:12]([CH:14]1[CH2:19][CH2:18][N:17]([C:20]2[C:30]([C:31]#[N:32])=[CH:29][C:23]([C:24]([O:26][CH2:27][CH3:28])=[O:25])=[C:22]([CH2:33]Cl)[N:21]=2)[CH2:16][CH2:15]1)=[O:13])(=[O:10])=[O:9])[C:2]1[CH:7]=[CH:6][CH:5]=[CH:4][CH:3]=1.[CH3:35][NH:36][CH3:37].[I-].[Na+]. Product: [CH2:1]([S:8]([NH:11][C:12]([CH:14]1[CH2:19][CH2:18][N:17]([C:20]2[C:30]([C:31]#[N:32])=[CH:29][C:23]([C:24]([O:26][CH2:27][CH3:28])=[O:25])=[C:22]([CH2:33][N:36]([CH3:37])[CH3:35])[N:21]=2)[CH2:16][CH2:15]1)=[O:13])(=[O:10])=[O:9])[C:2]1[CH:7]=[CH:6][CH:5]=[CH:4][CH:3]=1. The catalyst class is: 14. (5) Reactant: [CH2:1]([O:8][C:9]([N:11]1[CH:15]([C:16]([OH:18])=O)[CH2:14][S:13][C@@H:12]1[C:19]1[CH:24]=[CH:23][N:22]=[C:21]([Cl:25])[CH:20]=1)=[O:10])[C:2]1[CH:7]=[CH:6][CH:5]=[CH:4][CH:3]=1.CCN(C(C)C)C(C)C.CN(C(ON1N=NC2C=CC=NC1=2)=[N+](C)C)C.F[P-](F)(F)(F)(F)F.[NH2:59][C:60]1[S:61][CH:62]=[C:63]([C:65]2[CH:76]=[CH:75][C:68]([C:69]([NH:71][CH:72]3[CH2:74][CH2:73]3)=[O:70])=[CH:67][CH:66]=2)[N:64]=1. Product: [CH2:1]([O:8][C:9]([N:11]1[CH:15]([C:16](=[O:18])[NH:59][C:60]2[S:61][CH:62]=[C:63]([C:65]3[CH:66]=[CH:67][C:68]([C:69](=[O:70])[NH:71][CH:72]4[CH2:74][CH2:73]4)=[CH:75][CH:76]=3)[N:64]=2)[CH2:14][S:13][C@@H:12]1[C:19]1[CH:24]=[CH:23][N:22]=[C:21]([Cl:25])[CH:20]=1)=[O:10])[C:2]1[CH:7]=[CH:6][CH:5]=[CH:4][CH:3]=1. The catalyst class is: 3. (6) Reactant: [C:1](Cl)(=[O:4])[CH:2]=[CH2:3].[CH3:6][N:7]1[CH2:14][C@@H:13]2[C@@H:9]([N:10]([C:15]3[CH:20]=[C:19]([O:21][CH3:22])[C:18]([NH:23][C:24]4[N:29]=[C:28]([C:30]5[CH:31]=[N:32][N:33]6[CH2:38][CH2:37][CH2:36][CH2:35][C:34]=56)[CH:27]=[CH:26][N:25]=4)=[CH:17][C:16]=3[NH2:39])[CH2:11][CH2:12]2)[CH2:8]1. Product: [CH3:6][N:7]1[CH2:14][C@@H:13]2[C@@H:9]([N:10]([C:15]3[CH:20]=[C:19]([O:21][CH3:22])[C:18]([NH:23][C:24]4[N:29]=[C:28]([C:30]5[CH:31]=[N:32][N:33]6[CH2:38][CH2:37][CH2:36][CH2:35][C:34]=56)[CH:27]=[CH:26][N:25]=4)=[CH:17][C:16]=3[NH:39][C:1](=[O:4])[CH:2]=[CH2:3])[CH2:11][CH2:12]2)[CH2:8]1. The catalyst class is: 76.